Dataset: Forward reaction prediction with 1.9M reactions from USPTO patents (1976-2016). Task: Predict the product of the given reaction. (1) Given the reactants [C@@H:1]12[O:7][C@@H:4]([CH:5]=[CH:6]1)[CH2:3][C@H:2]2[C:8]([O:10][CH2:11][CH3:12])=[O:9], predict the reaction product. The product is: [C@@H:1]12[O:7][C@@H:4]([CH2:5][CH2:6]1)[CH2:3][C@H:2]2[C:8]([O:10][CH2:11][CH3:12])=[O:9]. (2) Given the reactants [C:1]1([C:22]2[CH:27]=[CH:26][CH:25]=[CH:24][CH:23]=2)[CH:6]=[CH:5][C:4]([CH2:7][C@H:8]2[N:12](C(=O)C(C)(C)C)[C:11](=[O:19])[C:10]([CH3:21])([CH3:20])[CH2:9]2)=[CH:3][CH:2]=1.[OH-].[Li+].OO.S(=O)(O)[O-].[Na+], predict the reaction product. The product is: [C:1]1([C:22]2[CH:23]=[CH:24][CH:25]=[CH:26][CH:27]=2)[CH:2]=[CH:3][C:4]([CH2:7][C@H:8]2[NH:12][C:11](=[O:19])[C:10]([CH3:21])([CH3:20])[CH2:9]2)=[CH:5][CH:6]=1. (3) Given the reactants [Cl:1][C:2]1[CH:10]=[CH:9][C:8]([C:11]2[CH:12]=[CH:13][C:14]([C:46]#CC3CCCN3C(OC(C)(C)C)=O)=[N:15][C:16]=2[C@@H:17]([NH:27][C:28](=[O:45])[CH2:29][N:30]2[C:34]3[C:35]([F:40])([F:39])[C@@H:36]4[CH2:38][C@@H:37]4[C:33]=3[C:32]([C:41]([F:44])([F:43])[F:42])=[N:31]2)[CH2:18][C:19]2[CH:24]=[C:23]([F:25])[CH:22]=[C:21]([F:26])[CH:20]=2)=[C:7]2[C:3]=1[C:4]([NH:61][S:62]([CH3:65])(=[O:64])=[O:63])=[N:5][N:6]2[CH3:60].[CH:66]([C@@:68]1([CH3:81])[O:73][CH2:72][CH2:71][N:70](C(OC(C)(C)C)=O)[CH2:69]1)=O, predict the reaction product. The product is: [Cl:1][C:2]1[CH:10]=[CH:9][C:8]([C:11]2[C:16]([C@@H:17]([NH:27][C:28](=[O:45])[CH2:29][N:30]3[C:34]4[C:35]([F:39])([F:40])[C@@H:36]5[CH2:38][C@@H:37]5[C:33]=4[C:32]([C:41]([F:44])([F:43])[F:42])=[N:31]3)[CH2:18][C:19]3[CH:24]=[C:23]([F:25])[CH:22]=[C:21]([F:26])[CH:20]=3)=[N:15][C:14]([C:46]#[C:66][C@@:68]3([CH3:81])[O:73][CH2:72][CH2:71][NH:70][CH2:69]3)=[CH:13][CH:12]=2)=[C:7]2[C:3]=1[C:4]([NH:61][S:62]([CH3:65])(=[O:64])=[O:63])=[N:5][N:6]2[CH3:60]. (4) Given the reactants [C:1]([O:5][C:6]([N:8]1[CH2:12][CH2:11][CH:10]([C:13]2[CH:21]=[CH:20][C:19]([C:22]([O:24][CH3:25])=[O:23])=[C:18]3[C:14]=2[CH:15]=[CH:16][N:17]3C(OC(C)(C)C)=O)[CH2:9]1)=[O:7])([CH3:4])([CH3:3])[CH3:2].[Li+].CC([N-]C(C)C)C.II, predict the reaction product. The product is: [C:1]([O:5][C:6]([N:8]1[CH2:12][CH:11]=[C:10]([C:13]2[CH:21]=[CH:20][C:19]([C:22]([O:24][CH3:25])=[O:23])=[C:18]3[C:14]=2[CH:15]=[CH:16][NH:17]3)[CH2:9]1)=[O:7])([CH3:4])([CH3:3])[CH3:2]. (5) Given the reactants [Br:1][CH:2]([CH2:15][CH2:16][CH3:17])[C:3]([C:5]1[C:14]2[C:9](=[CH:10][CH:11]=[CH:12][CH:13]=2)[CH:8]=[CH:7][CH:6]=1)=O.[NH:18]1[CH2:22][CH2:21][NH:20][C:19]1=[S:23].CC(O)=O, predict the reaction product. The product is: [BrH:1].[C:5]1([C:3]2[N:20]3[CH2:21][CH2:22][N:18]=[C:19]3[S:23][C:2]=2[CH2:15][CH2:16][CH3:17])[C:14]2[C:9](=[CH:10][CH:11]=[CH:12][CH:13]=2)[CH:8]=[CH:7][CH:6]=1. (6) Given the reactants [O-]CC.[Na+].Cl.[CH2:6]([O:8][C:9](=[O:13])[CH2:10][NH:11][CH3:12])[CH3:7].C(O[C:17](=[C:20]([C:23]#[N:24])[C:21]#[N:22])[CH2:18][CH3:19])C.Cl, predict the reaction product. The product is: [CH2:6]([O:8][C:9]([C:10]1[N:11]([CH3:12])[C:17]([CH2:18][CH3:19])=[C:20]([C:21]#[N:22])[C:23]=1[NH2:24])=[O:13])[CH3:7]. (7) Given the reactants [Cl:1][C:2]1[CH:3]=[C:4]([CH:8]=[CH:9][N:10]=1)[C:5]([OH:7])=O.C(Cl)([C:13]([Cl:15])=O)=O.[Si](CC#N)(C)(C)C.CCCCCC.Cl.CCOCC, predict the reaction product. The product is: [Cl:15][CH2:13][C:5]([C:4]1[CH:8]=[CH:9][N:10]=[C:2]([Cl:1])[CH:3]=1)=[O:7].